From a dataset of Catalyst prediction with 721,799 reactions and 888 catalyst types from USPTO. Predict which catalyst facilitates the given reaction. (1) Reactant: [Cl:1][C:2]1[C:3]([NH:12][C:13]2[CH:18]=[CH:17][C:16]([Cl:19])=[CH:15][CH:14]=2)=[N:4][CH:5]=[C:6]([CH:11]=1)[C:7]([NH:9][NH2:10])=O.CO[C:22]1[CH2:23][CH2:24][CH2:25][CH2:26][N:27]=1. Product: [Cl:19][C:16]1[CH:17]=[CH:18][C:13]([NH:12][C:3]2[C:2]([Cl:1])=[CH:11][C:6]([C:7]3[N:27]4[CH2:26][CH2:25][CH2:24][CH2:23][C:22]4=[N:10][N:9]=3)=[CH:5][N:4]=2)=[CH:14][CH:15]=1. The catalyst class is: 14. (2) Reactant: [C:1]([C:3]1[CH:4]=[CH:5][C:6]([NH:9][C:10](=[O:31])[CH:11]([C:19]2[CH:24]=[CH:23][C:22]([S:25]([CH:28]3[CH2:30][CH2:29]3)(=[O:27])=[O:26])=[CH:21][CH:20]=2)[O:12][CH:13]2[CH2:18][CH2:17][O:16][CH2:15][CH2:14]2)=[N:7][CH:8]=1)#[N:2].[N-:32]=[N+:33]=[N-:34].[Na+].[Cl-].[NH4+]. Product: [CH:28]1([S:25]([C:22]2[CH:23]=[CH:24][C:19]([CH:11]([O:12][CH:13]3[CH2:14][CH2:15][O:16][CH2:17][CH2:18]3)[C:10]([NH:9][C:6]3[CH:5]=[CH:4][C:3]([C:1]4[N:32]=[N:33][NH:34][N:2]=4)=[CH:8][N:7]=3)=[O:31])=[CH:20][CH:21]=2)(=[O:27])=[O:26])[CH2:30][CH2:29]1. The catalyst class is: 18. (3) Reactant: [CH3:1][C:2]1[C:8]([Cl:9])=[CH:7][CH:6]=[CH:5][C:3]=1[NH2:4].[C:10]([NH:17][CH2:18][C:19](O)=[O:20])([O:12][C:13]([CH3:16])([CH3:15])[CH3:14])=[O:11].CN([P+](ON1N=NC2C=CC=CC1=2)(N(C)C)N(C)C)C.F[P-](F)(F)(F)(F)F. Product: [C:13]([O:12][C:10](=[O:11])[NH:17][CH2:18][C:19](=[O:20])[NH:4][C:3]1[CH:5]=[CH:6][CH:7]=[C:8]([Cl:9])[C:2]=1[CH3:1])([CH3:16])([CH3:14])[CH3:15]. The catalyst class is: 3. (4) Product: [CH2:13]([N:20]1[C:25](=[O:26])[C:24]([CH2:27][C:28]2[CH:33]=[CH:32][C:31]([C:34]3[CH:39]=[CH:38][CH:37]=[CH:36][C:35]=3[C:40]3[NH:3][C:4](=[O:7])[O:5][N:41]=3)=[CH:30][CH:29]=2)=[C:23]([CH2:42][CH2:43][CH2:44][CH3:45])[N:22]=[C:21]1[CH2:46][O:47][CH3:48])[C:14]1[CH:19]=[CH:18][CH:17]=[CH:16][CH:15]=1. The catalyst class is: 13. Reactant: [Cl-].O[NH3+:3].[C:4](=[O:7])([O-])[OH:5].[Na+].CS(C)=O.[CH2:13]([N:20]1[C:25](=[O:26])[C:24]([CH2:27][C:28]2[CH:33]=[CH:32][C:31]([C:34]3[C:35]([C:40]#[N:41])=[CH:36][CH:37]=[CH:38][CH:39]=3)=[CH:30][CH:29]=2)=[C:23]([CH2:42][CH2:43][CH2:44][CH3:45])[N:22]=[C:21]1[CH2:46][O:47][CH3:48])[C:14]1[CH:19]=[CH:18][CH:17]=[CH:16][CH:15]=1. (5) Reactant: C(O)(=O)C.[F:5][C:6]1[CH:11]=[C:10]([CH3:12])[CH:9]=[CH:8][N:7]=1.[Br:13]N1C(=O)CCC1=O.C(OOC(=O)C1C=CC=CC=1)(=O)C1C=CC=CC=1. Product: [F:5][C:6]1[CH:11]=[C:10]([CH2:12][Br:13])[CH:9]=[CH:8][N:7]=1. The catalyst class is: 53. (6) Reactant: C(OC(=O)[NH:7][CH:8]1[CH2:15][CH2:14][CH2:13][C:10]2([CH2:12][CH2:11]2)[CH2:9]1)(C)(C)C.[ClH:17]. Product: [ClH:17].[CH2:11]1[C:10]2([CH2:13][CH2:14][CH2:15][CH:8]([NH2:7])[CH2:9]2)[CH2:12]1. The catalyst class is: 12. (7) Reactant: C([O:3][P:4]([CH2:7][C:8]1[CH:13]=[CH:12][C:11]([C:14](=[O:35])[NH:15][C:16]2[CH:21]=[C:20]([C:22]3[S:23][CH:24]=[CH:25][CH:26]=3)[CH:19]=[CH:18][C:17]=2[NH:27][C:28]([O:30][C:31]([CH3:34])([CH3:33])[CH3:32])=[O:29])=[CH:10][CH:9]=1)([CH3:6])=[O:5])C.[OH-].[Na+].Cl. Product: [C:31]([O:30][C:28]([NH:27][C:17]1[CH:18]=[CH:19][C:20]([C:22]2[S:23][CH:24]=[CH:25][CH:26]=2)=[CH:21][C:16]=1[NH:15][C:14]([C:11]1[CH:10]=[CH:9][C:8]([CH2:7][P:4]([CH3:6])(=[O:3])[OH:5])=[CH:13][CH:12]=1)=[O:35])=[O:29])([CH3:34])([CH3:32])[CH3:33]. The catalyst class is: 225. (8) Reactant: [CH3:1][CH:2]([CH2:4][CH2:5][CH2:6][C@H:7]([C@@H:9]1[C@:26]2([CH3:27])[C:12]([C:13]3[CH2:14][CH2:15][C@@H:16]4[C@:21]([C:23]=3[CH2:24][CH2:25]2)([CH3:22])[CH2:20][CH2:19][C@H:18](O)[CH2:17]4)=[CH:11][CH2:10]1)[CH3:8])[CH3:3].Cl.[C:30](Cl)(=[O:37])[C:31]1[CH:36]=[CH:35][N:34]=[CH:33][CH:32]=1. The catalyst class is: 17. Product: [C:30]([C@H:18]1[CH2:19][CH2:20][C@@:21]2([CH3:22])[C@@H:16]([CH2:15][CH2:14][C:13]3[C:12]4[C@:26]([CH3:27])([CH2:25][CH2:24][C:23]=32)[C@@H:9]([C@H:7]([CH3:8])[CH2:6][CH2:5][CH2:4][CH:2]([CH3:1])[CH3:3])[CH2:10][CH:11]=4)[CH2:17]1)(=[O:37])[C:31]1[CH:36]=[CH:35][N:34]=[CH:33][CH:32]=1.